Dataset: Reaction yield outcomes from USPTO patents with 853,638 reactions. Task: Predict the reaction yield, written as a fraction of the theoretical maximum amount of product (1.0 means a 100% yield; for example, 0.34 means a 34% yield). (1) The reactants are [Br:1][C:2]1[CH:11]=[C:10]2[C:5]([CH:6]=[N:7][C:8](I)=[N:9]2)=[CH:4][CH:3]=1.C1(P(C2C=CC=CC=2)C2C=CC=CC=2)C=CC=CC=1.C(O)=O. The catalyst is CN(C=O)C.CC([O-])=O.CC([O-])=O.[Pd+2]. The product is [Br:1][C:2]1[CH:11]=[C:10]2[C:5]([CH:6]=[N:7][CH:8]=[N:9]2)=[CH:4][CH:3]=1. The yield is 0.510. (2) The reactants are [C:1]([NH:4][CH2:5][CH2:6][NH:7][C:8]([C:10]1[S:11][C:12]([C:15]2[N:20]=[C:19]([NH:21][C:22]3[CH:26]=[C:25]([CH:27]4[CH2:29][CH2:28]4)[NH:24][N:23]=3)[C:18]([Br:30])=[CH:17][N:16]=2)=[CH:13][CH:14]=1)=[O:9])(=[O:3])[CH3:2].[C:31](OC(=O)C)(=[O:33])[CH3:32]. The catalyst is C1COCC1.O. The product is [C:1]([NH:4][CH2:5][CH2:6][NH:7][C:8]([C:10]1[S:11][C:12]([C:15]2[N:20]=[C:19]([NH:21][C:22]3[CH:26]=[C:25]([CH:27]4[CH2:29][CH2:28]4)[N:24]([C:31](=[O:33])[CH3:32])[N:23]=3)[C:18]([Br:30])=[CH:17][N:16]=2)=[CH:13][CH:14]=1)=[O:9])(=[O:3])[CH3:2]. The yield is 0.985.